From a dataset of CYP1A2 inhibition data for predicting drug metabolism from PubChem BioAssay. Regression/Classification. Given a drug SMILES string, predict its absorption, distribution, metabolism, or excretion properties. Task type varies by dataset: regression for continuous measurements (e.g., permeability, clearance, half-life) or binary classification for categorical outcomes (e.g., BBB penetration, CYP inhibition). Dataset: cyp1a2_veith. (1) The molecule is Clc1ccc(N2N=C(c3cccs3)CC2c2ccco2)cc1. The result is 1 (inhibitor). (2) The result is 0 (non-inhibitor). The molecule is C/C(CC(=O)NC1CCCC1)=N\NC(=O)Cc1cccs1. (3) The result is 0 (non-inhibitor). The compound is O.O=C1C(O)=C(O)C(=O)C(O)=C1O.